Dataset: Catalyst prediction with 721,799 reactions and 888 catalyst types from USPTO. Task: Predict which catalyst facilitates the given reaction. (1) Reactant: [F:1][C:2]([F:19])([F:18])[C:3]1[CH:4]=[C:5]([CH2:13][CH2:14][C:15]([OH:17])=O)[CH:6]=[C:7]([C:9]([F:12])([F:11])[F:10])[CH:8]=1.CN(C([O:27]N1N=NC2C=CC=NC1=2)=[N+](C)C)C.F[P-](F)(F)(F)(F)F.C(N(CC)C(C)C)(C)C.[N:53]1[N:57]2[CH2:58][CH2:59][CH2:60][NH:61][CH2:62][C:56]2=[CH:55][CH:54]=1.CN([CH:66]=[O:67])C. Product: [F:19][C:2]([F:18])([F:1])[C:3]1[CH:4]=[C:5]([CH2:13][CH2:14][C:15]([N:61]2[CH2:60][CH2:59][CH2:58][N:57]3[N:53]=[CH:54][CH:55]=[C:56]3[CH2:62]2)=[O:17])[CH:6]=[C:7]([C:9]([F:12])([F:11])[F:10])[CH:8]=1.[C:66]([OH:67])([C:2]([F:19])([F:18])[F:1])=[O:27]. The catalyst class is: 13. (2) Reactant: [OH:1][C:2]1[CH:16]=[CH:15][C:5]([CH2:6][CH:7]([C:13]#[CH:14])[CH2:8][C:9]([O:11][CH3:12])=[O:10])=[CH:4][CH:3]=1.[C:17]([O:21][C:22]([CH2:24][NH:25][C:26]1[N:31]=[C:30]([CH:32](O)[CH3:33])[CH:29]=[CH:28][CH:27]=1)=[O:23])([CH3:20])([CH3:19])[CH3:18].C1C=CC(P(C2C=CC=CC=2)C2C=CC=CC=2)=CC=1.CCOC(/N=N/C(OCC)=O)=O. Product: [C:17]([O:21][C:22]([CH2:24][NH:25][C:26]1[N:31]=[C:30]([CH2:32][CH2:33][O:1][C:2]2[CH:3]=[CH:4][C:5]([CH2:6][CH:7]([C:13]#[CH:14])[CH2:8][C:9]([O:11][CH3:12])=[O:10])=[CH:15][CH:16]=2)[CH:29]=[CH:28][CH:27]=1)=[O:23])([CH3:20])([CH3:19])[CH3:18]. The catalyst class is: 2. (3) Reactant: C(OC([N:8]1[C@@H:16]2[C@@H:11]([CH2:12][CH2:13][CH2:14][CH2:15]2)[CH2:10][C@H:9]1[C:17]1[NH:21][N:20]=[N:19][N:18]=1)=O)(C)(C)C. Product: [NH:21]1[C:17]([C@@H:9]2[CH2:10][C@H:11]3[C@H:16]([CH2:15][CH2:14][CH2:13][CH2:12]3)[NH:8]2)=[N:18][N:19]=[N:20]1. The catalyst class is: 12. (4) Reactant: [CH:1]1([CH2:7][C@@H:8]([C:10]([NH:12][CH2:13][CH2:14][CH2:15][N:16]([CH3:24])C(=O)OC(C)(C)C)=[O:11])[NH2:9])[CH2:6][CH2:5][CH2:4][CH2:3][CH2:2]1.[S:25]1[C:29]2[CH:30]=[CH:31][CH:32]=[CH:33][C:28]=2[CH:27]=[C:26]1[C:34](O)=[O:35].C1C=C2C(N(O)N=NC2=CC=1)=O.CN1CCOCC1.CCN=C=NCCCN(C)C.Cl. Product: [CH:1]1([CH2:7][C@H:8]([NH:9][C:34]([C:26]2[S:25][C:29]3[CH:30]=[CH:31][CH:32]=[CH:33][C:28]=3[CH:27]=2)=[O:35])[C:10]([NH:12][CH2:13][CH2:14][CH2:15][NH:16][CH3:24])=[O:11])[CH2:2][CH2:3][CH2:4][CH2:5][CH2:6]1. The catalyst class is: 4.